Dataset: Forward reaction prediction with 1.9M reactions from USPTO patents (1976-2016). Task: Predict the product of the given reaction. Given the reactants Cl[Sn]Cl.Cl.[N+:5]([C:8]1[CH:9]=[CH:10][C:11]2[S:15][CH:14]=[N:13][C:12]=2[CH:16]=1)([O-])=O.[OH-].[Na+], predict the reaction product. The product is: [NH2:5][C:8]1[CH:9]=[CH:10][C:11]2[S:15][CH:14]=[N:13][C:12]=2[CH:16]=1.